From a dataset of Forward reaction prediction with 1.9M reactions from USPTO patents (1976-2016). Predict the product of the given reaction. (1) Given the reactants [CH3:1]I.[H-].[Na+].[NH:5]1[C:13]2[C:8](=[CH:9][CH:10]=[CH:11][CH:12]=2)[CH:7]=[C:6]1[C:14]([N:16]1[CH2:21][CH2:20][C:19]2[N:22]=[C:23]([CH2:25][O:26][C:27]3[CH:32]=[CH:31][CH:30]=[CH:29][CH:28]=3)[O:24][C:18]=2[CH2:17]1)=[O:15], predict the reaction product. The product is: [CH3:1][N:5]1[C:13]2[C:8](=[CH:9][CH:10]=[CH:11][CH:12]=2)[CH:7]=[C:6]1[C:14]([N:16]1[CH2:21][CH2:20][C:19]2[N:22]=[C:23]([CH2:25][O:26][C:27]3[CH:32]=[CH:31][CH:30]=[CH:29][CH:28]=3)[O:24][C:18]=2[CH2:17]1)=[O:15]. (2) Given the reactants [Br:1][C:2]1[CH:7]=[CH:6][C:5]2[C:8]3[C:13]([C:14]4([CH2:23][CH2:22][C:17]5(OCC[O:18]5)[CH2:16][CH2:15]4)[C:4]=2[CH:3]=1)=[CH:12][C:11]([Br:24])=[CH:10][CH:9]=3.Cl, predict the reaction product. The product is: [Br:1][C:2]1[CH:7]=[CH:6][C:5]2[C:8]3[C:13](=[CH:12][C:11]([Br:24])=[CH:10][CH:9]=3)[C:14]3([CH2:15][CH2:16][C:17](=[O:18])[CH2:22][CH2:23]3)[C:4]=2[CH:3]=1. (3) Given the reactants N(C(OCC)=O)=NC(OCC)=O.[OH:13][C:14]1[CH:23]=[C:22]2[C:17]([C:18]([NH:24][C:25]3[CH:30]=[CH:29][CH:28]=[C:27]4[O:31][CH2:32][O:33][C:26]=34)=[N:19][CH:20]=[N:21]2)=[CH:16][C:15]=1[O:34][CH3:35].[CH3:36][S:37]([CH2:40][CH2:41][CH2:42]O)(=[O:39])=[O:38].C1(P(C2C=CC=CC=2)C2C=CC=CC=2)C=CC=CC=1.C(Cl)[Cl:64], predict the reaction product. The product is: [ClH:64].[CH3:35][O:34][C:15]1[CH:16]=[C:17]2[C:22](=[CH:23][C:14]=1[O:13][CH2:42][CH2:41][CH2:40][S:37]([CH3:36])(=[O:39])=[O:38])[N:21]=[CH:20][N:19]=[C:18]2[NH:24][C:25]1[CH:30]=[CH:29][CH:28]=[C:27]2[O:31][CH2:32][O:33][C:26]=12. (4) Given the reactants Br[CH2:2][CH2:3][CH2:4][CH2:5][CH2:6][CH2:7][C:8]1([CH2:18][CH3:19])[C:16]2[C:11](=[CH:12][CH:13]=[CH:14][CH:15]=2)[NH:10][C:9]1=[O:17].[Cl:20][C:21]1[S:29][C:28]2[CH2:27][CH2:26][NH:25][CH2:24][C:23]=2[CH:22]=1, predict the reaction product. The product is: [ClH:20].[Cl:20][C:21]1[S:29][C:28]2[CH2:27][CH2:26][N:25]([CH2:2][CH2:3][CH2:4][CH2:5][CH2:6][CH2:7][C:8]3([CH2:18][CH3:19])[C:16]4[C:11](=[CH:12][CH:13]=[CH:14][CH:15]=4)[NH:10][C:9]3=[O:17])[CH2:24][C:23]=2[CH:22]=1.